This data is from Drug-target binding data from BindingDB using IC50 measurements. The task is: Regression. Given a target protein amino acid sequence and a drug SMILES string, predict the binding affinity score between them. We predict pIC50 (pIC50 = -log10(IC50 in M); higher means more potent). Dataset: bindingdb_ic50. (1) The drug is CN(O)C(=O)CCC(NC(=O)c1ccccc1)P(=O)(O)O. The target protein (P9WNS1) has sequence MTNSTDGRADGRLRVVVLGSTGSIGTQALQVIADNPDRFEVVGLAAGGAHLDTLLRQRAQTGVTNIAVADEHAAQRVGDIPYHGSDAATRLVEQTEADVVLNALVGALGLRPTLAALKTGARLALANKESLVAGGSLVLRAARPGQIVPVDSEHSALAQCLRGGTPDEVAKLVLTASGGPFRGWSAADLEHVTPEQAGAHPTWSMGPMNTLNSASLVNKGLEVIETHLLFGIPYDRIDVVVHPQSIIHSMVTFIDGSTIAQASPPDMKLPISLALGWPRRVSGAAAACDFHTASSWEFEPLDTDVFPAVELARQAGVAGGCMTAVYNAANEEAAAAFLAGRIGFPAIVGIIADVLHAADQWAVEPATVDDVLDAQRWARERAQRAVSGMASVAIASTAKPGAAGRHASTLERS. The pIC50 is 3.6. (2) The compound is O=CN(O)CCOc1cccc(C(=O)c2ccccc2)c1. The target protein (Q8DP79) has sequence MSAIERITKAAHLIDMNDIIREGNPTLRTVAEEVTFPLSDQEIILGEKMMQFLKHSQDPVMAEKMGLRGGVGLAAPQLDISKRIIAVLVPNIVEEGETPQEAYDLEAIMYNPKIVSHSVQDAALGEGEGCLSVDRNVPGYVVRHARVTVDYFDKDGEKHRIKLKGYNSIVVQHEIDHINGIMFYDRINEKDPFAVKDGLLILE. The pIC50 is 5.4. (3) The compound is Cc1cc(/C=C/CCN2CCCC3(CCNCC3)C2)ccc1Cc1c(O[C@@H]2O[C@H](CO)[C@@H](O)[C@H](O)[C@H]2O)n[nH]c1C(C)C. The target protein (Q9WVC6) has sequence MTVKAEAARSTLTYSRMRGMVAILIAFMKQRRMGLNDFIQKIASNTYACKHAEVQSILKMSHPQEPELMNANPSPPPSPSQQINLGPSSNPHAKPSDFHFLKVIGKGSFGKVLLARHKAEEVFYAVKVLQKKAILKKKEEKHIMSERNVLLKNVKHPFLVGLHFSFQTADKLYFVLDYINGGELFYHLQRERCFLEPRARFYAAEIASALGYLHSLNIVYRDLKPENILLDSQGHIVLTDFGLCKENIEHNGTTSTFCGTPEYLAPEVLHKQPYDRTVDWWCLGAVLYEMLYGLPPFYSRNTAEMYDNILNKPLQLKPNITNSARHLLEGLLQKDRTKRLGAKDDFMEIKSHIFFSLINWDDLINKKITPPFNPNVSGPSDLRHFDPEFTEEPVPSSIGRSPDSILVTASVKEAAEAFLGFSYAPPVDSFL. The pIC50 is 8.0. (4) The drug is O=c1cc(C2CCNCC2)n2ncc(-c3nc(-c4cccc(Cl)c4Cl)no3)c2[nH]1. The target protein (P00750) has sequence MDAMKRGLCCVLLLCGAVFVSPSQEIHARFRRGARSYQVICRDEKTQMIYQQHQSWLRPVLRSNRVEYCWCNSGRAQCHSVPVKSCSEPRCFNGGTCQQALYFSDFVCQCPEGFAGKCCEIDTRATCYEDQGISYRGTWSTAESGAECTNWNSSALAQKPYSGRRPDAIRLGLGNHNYCRNPDRDSKPWCYVFKAGKYSSEFCSTPACSEGNSDCYFGNGSAYRGTHSLTESGASCLPWNSMILIGKVYTAQNPSAQALGLGKHNYCRNPDGDAKPWCHVLKNRRLTWEYCDVPSCSTCGLRQYSQPQFRIKGGLFADIASHPWQAAIFAKHRRSPGERFLCGGILISSCWILSAAHCFQERFPPHHLTVILGRTYRVVPGEEEQKFEVEKYIVHKEFDDDTYDNDIALLQLKSDSSRCAQESSVVRTVCLPPADLQLPDWTECELSGYGKHEALSPFYSERLKEAHVRLYPSSRCTSQHLLNRTVTDNMLCAGDTRSGG.... The pIC50 is 7.4.